This data is from Full USPTO retrosynthesis dataset with 1.9M reactions from patents (1976-2016). The task is: Predict the reactants needed to synthesize the given product. (1) The reactants are: C(N(C(C)C)CC)(C)C.C1N(P(Cl)(N2C(=O)OCC2)=O)C(=O)OC1.Cl.[Cl:26][CH2:27][CH2:28][CH2:29][CH:30]([C:35]1[CH:40]=[C:39]([F:41])[C:38]([F:42])=[C:37]([F:43])[CH:36]=1)[C:31]([NH:33][NH2:34])=[O:32].[F:44][C:45]1[CH:46]=[C:47](/[CH:57]=[CH:58]/[C:59](O)=[O:60])[CH:48]=[CH:49][C:50]=1[N:51]1[CH:55]=[C:54]([CH3:56])[N:53]=[CH:52]1.O.C(=O)(O)[O-].[Na+]. Given the product [F:44][C:45]1[CH:46]=[C:47](/[CH:57]=[CH:58]/[C:59]([NH:34][NH:33][C:31](=[O:32])[CH:30]([C:35]2[CH:36]=[C:37]([F:43])[C:38]([F:42])=[C:39]([F:41])[CH:40]=2)[CH2:29][CH2:28][CH2:27][Cl:26])=[O:60])[CH:48]=[CH:49][C:50]=1[N:51]1[CH:55]=[C:54]([CH3:56])[N:53]=[CH:52]1, predict the reactants needed to synthesize it. (2) Given the product [CH3:23][O:24][C:25]1[C:30]([C:2]2[C:3]3[CH2:16][CH2:15][N:14]([C:17]4[CH:18]=[N:19][CH:20]=[CH:21][CH:22]=4)[C:4]=3[N:5]=[C:6]([N:8]3[CH2:13][CH2:12][O:11][CH2:10][CH2:9]3)[N:7]=2)=[CH:29][CH:28]=[CH:27][N:26]=1, predict the reactants needed to synthesize it. The reactants are: Cl[C:2]1[C:3]2[CH2:16][CH2:15][N:14]([C:17]3[CH:18]=[N:19][CH:20]=[CH:21][CH:22]=3)[C:4]=2[N:5]=[C:6]([N:8]2[CH2:13][CH2:12][O:11][CH2:10][CH2:9]2)[N:7]=1.[CH3:23][O:24][C:25]1[C:30](B2OC(C)(C)C(C)(C)O2)=[CH:29][CH:28]=[CH:27][N:26]=1.B(O)O. (3) Given the product [CH3:14][N:13]([CH3:15])[CH2:12][CH2:11][O:10][C:7]1[CH:8]=[CH:9][C:4]([C:3]([OH:16])=[O:2])=[CH:5][CH:6]=1, predict the reactants needed to synthesize it. The reactants are: C[O:2][C:3](=[O:16])[C:4]1[CH:9]=[CH:8][C:7]([O:10][CH2:11][CH2:12][N:13]([CH3:15])[CH3:14])=[CH:6][CH:5]=1.[OH-].[Li+]. (4) Given the product [CH2:1]([NH:8][C:9](=[O:21])[C:10]([C:11]1[CH:16]=[CH:15][C:14]([OH:17])=[C:13]([O:18][CH3:19])[CH:12]=1)=[O:20])[CH2:2][CH2:3][CH2:4][CH2:5][CH2:6][CH3:7], predict the reactants needed to synthesize it. The reactants are: [CH2:1]([NH:8][C:9](=[O:21])[CH:10]([OH:20])[C:11]1[CH:16]=[CH:15][C:14]([OH:17])=[C:13]([O:18][CH3:19])[CH:12]=1)[CH2:2][CH2:3][CH2:4][CH2:5][CH2:6][CH3:7]. (5) Given the product [Cl:1][C:2]1[CH:3]=[CH:4][C:5]([O:6][CH2:7][CH2:8][S:9][C:10]2[N:14]=[C:13]3[N:15]=[CH:21][CH:22]=[CH:23][N:12]3[N:11]=2)=[CH:16][CH:17]=1, predict the reactants needed to synthesize it. The reactants are: [Cl:1][C:2]1[CH:17]=[CH:16][C:5]([O:6][CH2:7][CH2:8][S:9][C:10]2[N:14]=[C:13]([NH2:15])[NH:12][N:11]=2)=[CH:4][CH:3]=1.CCO[CH:21](OCC)[CH2:22][CH:23](OCC)OCC.